This data is from Catalyst prediction with 721,799 reactions and 888 catalyst types from USPTO. The task is: Predict which catalyst facilitates the given reaction. The catalyst class is: 15. Reactant: [CH3:1]C1N(C2C=CC=C([N+]([O-])=O)C=2)C(=O)C2C(=CC=CC=2)N=1.[OH:22][C:23]1[CH:28]=[CH:27][C:26]([CH:29]=[CH:30][C:31]2[N:40]([C:41]3[CH:46]=[CH:45][CH:44]=[C:43]([N+:47]([O-:49])=[O:48])[CH:42]=3)[C:39](=[O:50])[C:38]3[C:33](=[CH:34][CH:35]=[CH:36][CH:37]=3)[N:32]=2)=[CH:25][CH:24]=1.CC([O-])=O.[Na+]. Product: [CH3:1][O:22][C:23]1[CH:24]=[CH:25][C:26](/[CH:29]=[CH:30]/[C:31]2[N:40]([C:41]3[CH:46]=[CH:45][CH:44]=[C:43]([N+:47]([O-:49])=[O:48])[CH:42]=3)[C:39](=[O:50])[C:38]3[C:33](=[CH:34][CH:35]=[CH:36][CH:37]=3)[N:32]=2)=[CH:27][CH:28]=1.